Dataset: Forward reaction prediction with 1.9M reactions from USPTO patents (1976-2016). Task: Predict the product of the given reaction. (1) Given the reactants [F:1][C:2]1[CH:3]=[C:4]([NH:9][C:10](=[O:15])[C:11]([CH3:14])([CH3:13])[CH3:12])[CH:5]=[CH:6][C:7]=1[F:8].[Li]CCCC.[F:21][C:22]1[CH:32]=[CH:31][C:25]([C:26](OCC)=[O:27])=[CH:24][CH:23]=1, predict the reaction product. The product is: [F:1][C:2]1[C:3]([C:26](=[O:27])[C:25]2[CH:31]=[CH:32][C:22]([F:21])=[CH:23][CH:24]=2)=[C:4]([NH:9][C:10](=[O:15])[C:11]([CH3:12])([CH3:14])[CH3:13])[CH:5]=[CH:6][C:7]=1[F:8]. (2) Given the reactants F[C:2]1[CH:3]=[C:4]([CH:7]=[CH:8][CH:9]=1)[C:5]#[N:6].[NH:10]1[CH2:15][CH2:14][O:13][CH2:12][CH2:11]1, predict the reaction product. The product is: [O:13]1[CH2:14][CH2:15][N:10]([C:2]2[CH:3]=[C:4]([CH:7]=[CH:8][CH:9]=2)[C:5]#[N:6])[CH2:11][CH2:12]1.